From a dataset of Forward reaction prediction with 1.9M reactions from USPTO patents (1976-2016). Predict the product of the given reaction. (1) The product is: [C:16]([C:9]1[CH:8]=[C:7]2[C:3]([CH2:4][CH:5]([CH3:21])[C:6]2=[O:20])=[C:2]([C:22]2[CH:27]=[CH:26][CH:25]=[CH:24][CH:23]=2)[C:10]=1[O:11][CH2:12][CH:13]([CH3:15])[CH3:14])([CH3:19])([CH3:18])[CH3:17]. Given the reactants Br[C:2]1[C:10]([O:11][CH2:12][CH:13]([CH3:15])[CH3:14])=[C:9]([C:16]([CH3:19])([CH3:18])[CH3:17])[CH:8]=[C:7]2[C:3]=1[CH2:4][CH:5]([CH3:21])[C:6]2=[O:20].[C:22]1(B(O)O)[CH:27]=[CH:26][CH:25]=[CH:24][CH:23]=1.C([O-])([O-])=O.[Na+].[Na+].C1C=CC(P(C2C=CC=CC=2)C2C=CC=CC=2)=CC=1, predict the reaction product. (2) Given the reactants P([O-])([O-])([O-])=O.[K+].[K+].[K+].B1(CC2C=CC=CC=2)C2CCCC1CCC2.C1(P(C2CCCCC2)[C:32]2[CH:37]=[CH:36][CH:35]=[CH:34][C:33]=2[C:38]2[C:43](OC)=[CH:42][CH:41]=[CH:40][C:39]=2OC)CCCCC1.BrC1C=CC=C2[C:56]=1[C:57]([CH2:69][N:70]([CH:78]1[CH2:80][CH2:79]1)[C:71](=[O:77])[O:72][C:73]([CH3:76])([CH3:75])[CH3:74])=[CH:58][N:59]2[CH2:64][CH2:65][CH2:66][O:67][CH3:68], predict the reaction product. The product is: [CH2:33]([C:34]1[CH:35]=[CH:36][CH:37]=[C:32]2[C:56]=1[C:57]([CH2:69][N:70]([CH:78]1[CH2:79][CH2:80]1)[C:71](=[O:77])[O:72][C:73]([CH3:76])([CH3:75])[CH3:74])=[CH:58][N:59]2[CH2:64][CH2:65][CH2:66][O:67][CH3:68])[C:38]1[CH:39]=[CH:40][CH:41]=[CH:42][CH:43]=1. (3) Given the reactants [N+:1]([C:4]1[CH:5]=[C:6]2[C:10](=[CH:11][CH:12]=1)[NH:9][N:8]=[C:7]2[C:13]1[CH2:18][CH2:17][N:16]([C:19]([O:21][C:22]([CH3:25])([CH3:24])[CH3:23])=[O:20])[CH2:15][CH:14]=1)([O-])=O.[Cl-].[NH4+], predict the reaction product. The product is: [NH2:1][C:4]1[CH:5]=[C:6]2[C:10](=[CH:11][CH:12]=1)[NH:9][N:8]=[C:7]2[C:13]1[CH2:18][CH2:17][N:16]([C:19]([O:21][C:22]([CH3:25])([CH3:24])[CH3:23])=[O:20])[CH2:15][CH:14]=1.